The task is: Predict which catalyst facilitates the given reaction.. This data is from Catalyst prediction with 721,799 reactions and 888 catalyst types from USPTO. (1) Reactant: C(OC(=O)[NH:7][CH:8]([C:27]1[CH:32]=[CH:31][C:30]([C:33]#[N:34])=[CH:29][C:28]=1[Br:35])[C:9]1[C:14](=[O:15])[CH2:13][CH2:12][CH2:11][C:10]=1[NH:16][C:17]1[CH:22]=[CH:21][CH:20]=[C:19]([C:23]([F:26])([F:25])[F:24])[CH:18]=1)(C)(C)C.[ClH:37].O1CCOCC1. Product: [ClH:37].[NH2:7][CH:8]([C:9]1[C:14](=[O:15])[CH2:13][CH2:12][CH2:11][C:10]=1[NH:16][C:17]1[CH:22]=[CH:21][CH:20]=[C:19]([C:23]([F:26])([F:24])[F:25])[CH:18]=1)[C:27]1[CH:32]=[CH:31][C:30]([C:33]#[N:34])=[CH:29][C:28]=1[Br:35]. The catalyst class is: 10. (2) Reactant: Cl.[NH:2]1[CH2:5][CH:4]([NH:6][C:7]2[CH:12]=[CH:11][C:10]([Br:13])=[CH:9][C:8]=2[N+:14]([O-:16])=[O:15])[CH2:3]1.C=O.[C:19](O[BH-](OC(=O)C)OC(=O)C)(=O)C.[Na+]. Product: [Br:13][C:10]1[CH:11]=[CH:12][C:7]([NH:6][CH:4]2[CH2:5][N:2]([CH3:19])[CH2:3]2)=[C:8]([N+:14]([O-:16])=[O:15])[CH:9]=1. The catalyst class is: 115.